This data is from Catalyst prediction with 721,799 reactions and 888 catalyst types from USPTO. The task is: Predict which catalyst facilitates the given reaction. (1) Reactant: [CH:1]([C:4]1[CH:10]=[CH:9][C:7]([NH2:8])=[CH:6][CH:5]=1)([CH3:3])[CH3:2].C(OC(=O)C)(=O)C.[Br:18]Br.Cl.[OH-].[K+]. Product: [Br:18][C:6]1[CH:5]=[C:4]([CH:1]([CH3:3])[CH3:2])[CH:10]=[CH:9][C:7]=1[NH2:8]. The catalyst class is: 211. (2) Reactant: C[O:2][C:3](=O)[C@@H:4]([NH:15]C(OCC1C=CC=CC=1)=O)[CH2:5][O:6][CH:7]([C:9]1[CH:14]=[CH:13][CH:12]=[CH:11][CH:10]=1)[CH3:8].N. Product: [NH2:15][C@@H:4]([CH2:5][O:6][CH:7]([C:9]1[CH:14]=[CH:13][CH:12]=[CH:11][CH:10]=1)[CH3:8])[CH2:3][OH:2]. The catalyst class is: 19. (3) Reactant: [Cl:1][C:2]1[CH:7]=[C:6]([O:8][CH3:9])[CH:5]=[CH:4][N:3]=1.C1C(=O)N([Br:17])C(=O)C1.[OH-].[Na+]. Product: [Br:17][C:5]1[C:6]([O:8][CH3:9])=[CH:7][C:2]([Cl:1])=[N:3][CH:4]=1. The catalyst class is: 445. (4) The catalyst class is: 2. Reactant: [Cl:1][C:2]1[N:10]=[C:9]2[C:5]([N:6]=[CH:7][N:8]2[CH:11]2[CH2:16][CH2:15][CH2:14][CH2:13][O:12]2)=[C:4](Cl)[N:3]=1.[NH:18]1[CH2:23][CH2:22][O:21][CH2:20][CH2:19]1. Product: [Cl:1][C:2]1[N:10]=[C:9]2[C:5]([N:6]=[CH:7][N:8]2[CH:11]2[CH2:16][CH2:15][CH2:14][CH2:13][O:12]2)=[C:4]([N:18]2[CH2:23][CH2:22][O:21][CH2:20][CH2:19]2)[N:3]=1. (5) Product: [Br:1][C:2]1[CH:10]=[CH:9][C:8]([C:12]#[N:13])=[C:7]2[C:3]=1[CH:4]=[CH:5][NH:6]2.[Br:11][C:8]1[C:7]2[NH:6][CH:5]=[CH:4][C:3]=2[C:2]([C:12]#[N:13])=[CH:10][CH:9]=1. Reactant: [Br:1][C:2]1[CH:10]=[CH:9][C:8]([Br:11])=[C:7]2[C:3]=1[CH:4]=[CH:5][NH:6]2.[C:12]([Cu])#[N:13]. The catalyst class is: 3. (6) Reactant: [CH:1]1([CH2:4][NH:5][C:6]2[C:11]([NH2:12])=[CH:10][C:9]([N+:13]([O-:15])=[O:14])=[CH:8][N:7]=2)[CH2:3][CH2:2]1.[CH2:16]([O:18][C:19]1[CH:24]=[CH:23][C:22]([CH2:25][C:26](Cl)=O)=[CH:21][CH:20]=1)[CH3:17]. Product: [CH:1]1([CH2:4][N:5]2[C:6]3=[N:7][CH:8]=[C:9]([N+:13]([O-:15])=[O:14])[CH:10]=[C:11]3[N:12]=[C:26]2[CH2:25][C:22]2[CH:23]=[CH:24][C:19]([O:18][CH2:16][CH3:17])=[CH:20][CH:21]=2)[CH2:2][CH2:3]1. The catalyst class is: 4. (7) Reactant: [NH2:1][C:2]1[CH:9]=[CH:8][C:5]([C:6]#[N:7])=[CH:4][N:3]=1.Br[CH:11]([CH3:14])[CH:12]=O. Product: [CH3:14][C:11]1[N:3]2[CH:4]=[C:5]([C:6]#[N:7])[CH:8]=[CH:9][C:2]2=[N:1][CH:12]=1. The catalyst class is: 8.